Dataset: Peptide-MHC class I binding affinity with 185,985 pairs from IEDB/IMGT. Task: Regression. Given a peptide amino acid sequence and an MHC pseudo amino acid sequence, predict their binding affinity value. This is MHC class I binding data. (1) The peptide sequence is RYVGLYLPF. The MHC is HLA-A24:03 with pseudo-sequence HLA-A24:03. The binding affinity (normalized) is 1.00. (2) The binding affinity (normalized) is 0.747. The MHC is HLA-A31:01 with pseudo-sequence HLA-A31:01. The peptide sequence is NQVKFYFNK. (3) The peptide sequence is IQVNKGVAY. The MHC is HLA-B57:01 with pseudo-sequence HLA-B57:01. The binding affinity (normalized) is 0.0847.